Dataset: NCI-60 drug combinations with 297,098 pairs across 59 cell lines. Task: Regression. Given two drug SMILES strings and cell line genomic features, predict the synergy score measuring deviation from expected non-interaction effect. (1) Drug 1: CC1C(C(=O)NC(C(=O)N2CCCC2C(=O)N(CC(=O)N(C(C(=O)O1)C(C)C)C)C)C(C)C)NC(=O)C3=C4C(=C(C=C3)C)OC5=C(C(=O)C(=C(C5=N4)C(=O)NC6C(OC(=O)C(N(C(=O)CN(C(=O)C7CCCN7C(=O)C(NC6=O)C(C)C)C)C)C(C)C)C)N)C. Drug 2: C1=NC2=C(N=C(N=C2N1C3C(C(C(O3)CO)O)F)Cl)N. Cell line: NCI-H460. Synergy scores: CSS=-3.35, Synergy_ZIP=1.78, Synergy_Bliss=1.43, Synergy_Loewe=-1.97, Synergy_HSA=-2.55. (2) Drug 1: CC12CCC(CC1=CCC3C2CCC4(C3CC=C4C5=CN=CC=C5)C)O. Cell line: MOLT-4. Synergy scores: CSS=31.1, Synergy_ZIP=9.42, Synergy_Bliss=15.0, Synergy_Loewe=9.54, Synergy_HSA=15.0. Drug 2: COC1=C(C=C2C(=C1)N=CN=C2NC3=CC(=C(C=C3)F)Cl)OCCCN4CCOCC4. (3) Drug 1: C1=CC(=CC=C1CCC2=CNC3=C2C(=O)NC(=N3)N)C(=O)NC(CCC(=O)O)C(=O)O. Drug 2: CCN(CC)CCCC(C)NC1=C2C=C(C=CC2=NC3=C1C=CC(=C3)Cl)OC. Cell line: SK-MEL-2. Synergy scores: CSS=24.3, Synergy_ZIP=-8.13, Synergy_Bliss=-4.53, Synergy_Loewe=-10.1, Synergy_HSA=-2.71.